From a dataset of Reaction yield outcomes from USPTO patents with 853,638 reactions. Predict the reaction yield, written as a fraction of the theoretical maximum amount of product (1.0 means a 100% yield; for example, 0.34 means a 34% yield). (1) The reactants are Cl[C:2]1[C:7]([C:8]2[CH:13]=[CH:12][C:11]([S:14][CH3:15])=[CH:10][CH:9]=2)=[CH:6][C:5]([Cl:16])=[CH:4][N:3]=1.[CH3:17][C:18]1[CH:23]=[CH:22][C:21]([Sn](C)(C)C)=[CH:20][N:19]=1. The catalyst is CN1CCCC1=O.C(OCC)(=O)C.C1(P(C2C=CC=CC=2)C2C=CC=CC=2)C=CC=CC=1.C1(P(C2C=CC=CC=2)C2C=CC=CC=2)C=CC=CC=1.C1(P(C2C=CC=CC=2)C2C=CC=CC=2)C=CC=CC=1.C1(P(C2C=CC=CC=2)C2C=CC=CC=2)C=CC=CC=1.[Pd]. The product is [Cl:16][C:5]1[CH:6]=[C:7]([C:8]2[CH:13]=[CH:12][C:11]([S:14][CH3:15])=[CH:10][CH:9]=2)[C:2]([C:21]2[CH:20]=[N:19][C:18]([CH3:17])=[CH:23][CH:22]=2)=[N:3][CH:4]=1. The yield is 0.590. (2) The reactants are [S:1]1[CH2:5][CH2:4][N:3]=[C:2]1[C:6]1[NH:7][C:8]2[C:13]([CH:14]=1)=[CH:12][CH:11]=[CH:10][C:9]=2[N+:15]([O-])=O. The catalyst is CO.[Pd]. The product is [S:1]1[CH2:5][CH2:4][N:3]=[C:2]1[C:6]1[NH:7][C:8]2[C:13]([CH:14]=1)=[CH:12][CH:11]=[CH:10][C:9]=2[NH2:15]. The yield is 0.910. (3) The reactants are [CH3:1][C:2]([CH3:16])([CH3:15])[C:3](=[O:14])[CH2:4][N:5]1[CH2:12][CH:11]2[O:13][CH:7]([CH2:8][NH:9][CH2:10]2)[CH2:6]1.CS(O[CH2:22][CH2:23][C:24]1[CH:29]=[CH:28][C:27]([C:30]#[N:31])=[CH:26][CH:25]=1)(=O)=O. The catalyst is CC#N. The product is [CH3:1][C:2]([CH3:16])([CH3:15])[C:3](=[O:14])[CH2:4][N:5]1[CH2:12][CH:11]2[O:13][CH:7]([CH2:8][N:9]([CH2:22][CH2:23][C:24]3[CH:29]=[CH:28][C:27]([C:30]#[N:31])=[CH:26][CH:25]=3)[CH2:10]2)[CH2:6]1. The yield is 0.950. (4) The reactants are [NH:1]1[C:9]2[C:4](=[N:5][C:6]([C:10](=[O:12])[CH3:11])=[CH:7][CH:8]=2)[CH:3]=[CH:2]1.[C:13](O[C:13]([O:15][C:16]([CH3:19])([CH3:18])[CH3:17])=[O:14])([O:15][C:16]([CH3:19])([CH3:18])[CH3:17])=[O:14]. The catalyst is CN(C1C=CN=CC=1)C.CC#N. The product is [C:10]([C:6]1[N:5]=[C:4]2[CH:3]=[CH:2][N:1]([C:13]([O:15][C:16]([CH3:19])([CH3:18])[CH3:17])=[O:14])[C:9]2=[CH:8][CH:7]=1)(=[O:12])[CH3:11]. The yield is 0.875. (5) The catalyst is CN(C)C(=O)C. The reactants are [CH3:1][C:2]1[C:10]([O:11][C@@H:12]2[CH2:17][CH2:16][CH2:15][C@H:14]([NH2:18])[CH2:13]2)=[CH:9][CH:8]=[C:7]2[C:3]=1[CH:4]=[N:5][N:6]2[CH:19]1[CH2:24][CH2:23][CH2:22][CH2:21][O:20]1.Br[CH2:26][CH2:27][CH2:28][CH2:29]Br.C(=O)([O-])[O-].[K+].[K+].O. The yield is 0.550. The product is [CH3:1][C:2]1[C:10]([O:11][C@H:12]2[CH2:17][CH2:16][CH2:15][C@@H:14]([N:18]3[CH2:29][CH2:28][CH2:27][CH2:26]3)[CH2:13]2)=[CH:9][CH:8]=[C:7]2[C:3]=1[CH:4]=[N:5][N:6]2[CH:19]1[CH2:24][CH2:23][CH2:22][CH2:21][O:20]1. (6) The reactants are [CH3:1][C:2]1[N:7]=[CH:6][C:5]([CH2:8][OH:9])=[CH:4][CH:3]=1.[Cl:10][C:11]1[CH:16]=[C:15](I)[CH:14]=[CH:13][N:12]=1.C(=O)([O-])[O-].[Cs+].[Cs+].N1C2C(=CC=C3C=2N=CC=C3)C=CC=1. The catalyst is C1(C)C=CC=CC=1.[Cu]I. The product is [Cl:10][C:11]1[CH:16]=[C:15]([O:9][CH2:8][C:5]2[CH:6]=[N:7][C:2]([CH3:1])=[CH:3][CH:4]=2)[CH:14]=[CH:13][N:12]=1. The yield is 0.750. (7) The reactants are C([O:3][C:4]([C:6]1[N:7]([CH2:12][CH2:13][C@@H:14]2[CH2:18][S:17][C:16]([C:19]3[NH:20][C:21]4[C:26]([CH:27]=3)=[CH:25][C:24]([Cl:28])=[CH:23][C:22]=4[NH:29][CH:30]3[CH2:34][CH2:33][CH2:32][CH2:31]3)=[N:15]2)[CH:8]=[N:9][C:10]=1[CH3:11])=[O:5])C.CO.O.[OH-].[Li+].Cl. The catalyst is O1CCCC1.O. The product is [Cl:28][C:24]1[CH:25]=[C:26]2[C:21](=[C:22]([NH:29][CH:30]3[CH2:34][CH2:33][CH2:32][CH2:31]3)[CH:23]=1)[NH:20][C:19]([C:16]1[S:17][CH2:18][C@@H:14]([CH2:13][CH2:12][N:7]3[C:6]([C:4]([OH:5])=[O:3])=[C:10]([CH3:11])[N:9]=[CH:8]3)[N:15]=1)=[CH:27]2. The yield is 0.520. (8) The reactants are [C:1]([O:5][C:6](=[O:25])[CH2:7][N:8]1[C:16]2[C:11](=[C:12]([O:17][Si](C(C)(C)C)(C)C)[CH:13]=[CH:14][CH:15]=2)[CH:10]=[CH:9]1)([CH3:4])([CH3:3])[CH3:2].O.[F-].C([N+](CCCC)(CCCC)CCCC)CCC.C(OCC)C. The catalyst is C1COCC1. The product is [C:1]([O:5][C:6](=[O:25])[CH2:7][N:8]1[C:16]2[C:11](=[C:12]([OH:17])[CH:13]=[CH:14][CH:15]=2)[CH:10]=[CH:9]1)([CH3:4])([CH3:2])[CH3:3]. The yield is 0.360. (9) The reactants are [CH3:1][C:2]1[C:3]2[S:10][C:9]([C:11]3[N:15]4[N:16]=[C:17]([NH:20][C@H:21]5[CH2:26][CH2:25][C@H:24]([OH:27])[CH2:23][CH2:22]5)[CH:18]=[CH:19][C:14]4=[N:13][CH:12]=3)=[CH:8][C:4]=2[CH:5]=[N:6][CH:7]=1.[H-].[Na+].[CH3:30]I. The catalyst is CN(C=O)C. The product is [CH3:30][N:20]([C@H:21]1[CH2:26][CH2:25][C@H:24]([OH:27])[CH2:23][CH2:22]1)[C:17]1[CH:18]=[CH:19][C:14]2[N:15]([C:11]([C:9]3[S:10][C:3]4[C:2]([CH3:1])=[CH:7][N:6]=[CH:5][C:4]=4[CH:8]=3)=[CH:12][N:13]=2)[N:16]=1. The yield is 0.250.